Predict the reactants needed to synthesize the given product. From a dataset of Full USPTO retrosynthesis dataset with 1.9M reactions from patents (1976-2016). (1) Given the product [N:3]1[C:10]([NH2:11])=[N:9][C:7]([NH2:8])=[N:6][C:4]=1[NH2:5], predict the reactants needed to synthesize it. The reactants are: C=O.[N:3]1[C:10]([NH2:11])=[N:9][C:7]([NH2:8])=[N:6][C:4]=1[NH2:5].C=O. (2) Given the product [OH:37][NH:36][C:35]([CH2:34][CH2:33][CH2:32][CH2:31][CH2:30][CH2:29][C:28]([NH:27][C:23]1[CH:22]=[C:21]([CH:26]=[CH:25][CH:24]=1)[CH2:20][O:19][C:17]([NH:16][C@@H:8]([CH2:9][C:10]1[CH:15]=[CH:14][CH:13]=[CH:12][CH:11]=1)[C:7]([OH:40])=[O:6])=[O:18])=[O:39])=[O:38], predict the reactants needed to synthesize it. The reactants are: C1([O:6][C:7](=[O:40])[C@@H:8]([NH:16][C:17]([O:19][CH2:20][C:21]2[CH:26]=[CH:25][CH:24]=[C:23]([NH:27][C:28](=[O:39])[CH2:29][CH2:30][CH2:31][CH2:32][CH2:33][CH2:34][C:35](=[O:38])[NH:36][OH:37])[CH:22]=2)=[O:18])[CH2:9][C:10]2[CH:15]=[CH:14][CH:13]=[CH:12][CH:11]=2)CCCC1.[OH-].[Na+]. (3) Given the product [Cl:26][C:10]1[N:11]=[N:12][C:13]([CH3:22])=[C:14]([C:15]2[CH:20]=[CH:19][C:18]([Cl:21])=[CH:17][CH:16]=2)[C:9]=1[C:3]1[C:4]([F:8])=[CH:5][CH:6]=[CH:7][C:2]=1[Cl:1], predict the reactants needed to synthesize it. The reactants are: [Cl:1][C:2]1[CH:7]=[CH:6][CH:5]=[C:4]([F:8])[C:3]=1[C:9]1[C:10](=O)[NH:11][N:12]=[C:13]([CH3:22])[C:14]=1[C:15]1[CH:20]=[CH:19][C:18]([Cl:21])=[CH:17][CH:16]=1.P(Cl)(Cl)([Cl:26])=O. (4) Given the product [Cl:1][C:2]1[N:3]=[C:4]2[CH:12]=[C:11]([Cl:13])[CH:10]=[N:9][C:5]2=[N:6][C:7]=1[N:19]1[CH2:20][CH:21]2[CH:17]([CH2:16][N:15]([CH3:14])[CH2:22]2)[CH2:18]1, predict the reactants needed to synthesize it. The reactants are: [Cl:1][C:2]1[N:3]=[C:4]2[CH:12]=[C:11]([Cl:13])[CH:10]=[N:9][C:5]2=[N:6][C:7]=1Cl.[CH3:14][N:15]1[CH2:22][CH:21]2[CH:17]([CH2:18][NH:19][CH2:20]2)[CH2:16]1. (5) Given the product [ClH:8].[CH3:1][O:2][C:3]1[CH:4]=[C:5]([CH:9]=[CH:10][CH:11]=1)[C:6]([NH:12][C:13]1[CH:14]=[C:15]([CH:31]=[CH:32][CH:33]=1)[NH:16][C:17]1[C:26]2[C:21](=[CH:22][C:23]([O:29][CH3:30])=[C:24]([O:27][CH3:28])[CH:25]=2)[N:20]=[CH:19][N:18]=1)=[O:7], predict the reactants needed to synthesize it. The reactants are: [CH3:1][O:2][C:3]1[CH:4]=[C:5]([CH:9]=[CH:10][CH:11]=1)[C:6]([Cl:8])=[O:7].[NH2:12][C:13]1[CH:14]=[C:15]([CH:31]=[CH:32][CH:33]=1)[NH:16][C:17]1[C:26]2[C:21](=[CH:22][C:23]([O:29][CH3:30])=[C:24]([O:27][CH3:28])[CH:25]=2)[N:20]=[CH:19][N:18]=1. (6) Given the product [ClH:1].[ClH:1].[NH2:29][CH2:28][CH2:27][CH2:26][CH2:25][C:23]1[N:22]=[C:21]([NH2:36])[NH:20][CH:24]=1, predict the reactants needed to synthesize it. The reactants are: [ClH:1].Cl.NCCCC1N=C(N)NC=1.C(OC([N:20]1[CH:24]=[C:23]([CH2:25][CH2:26][CH2:27][C:28](=O)[NH:29]C2CCCC2)[N:22]=[C:21]1[NH2:36])=O)(C)(C)C. (7) Given the product [C:41]([O:45][C:46]([N:48]1[CH:57]([C:58](=[O:68])[NH:59][C@H:60]([C:64]([O:66][CH3:67])=[O:65])[CH2:61][C:62]#[C:63][C:13]2[CH:12]=[CH:11][C:10]([C:9]#[N:8])=[CH:15][CH:14]=2)[CH2:56][C:55]2[CH:54]=[C:53]3[O:69][CH2:70][C@H:71]([C:73]4[CH:74]=[CH:75][C:76]([O:79][CH2:80][C:81]5[CH:86]=[CH:85][C:84]([Cl:87])=[C:83]([Cl:88])[CH:82]=5)=[CH:77][CH:78]=4)[O:72][C:52]3=[CH:51][C:50]=2[CH2:49]1)=[O:47])([CH3:44])([CH3:42])[CH3:43], predict the reactants needed to synthesize it. The reactants are: C(OC([N:8]1C(C(O)=O)C[C:15]2[CH:14]=[C:13]3OC[C@H](C4C=CC(OCC5C=CC(Cl)=C(Cl)C=5)=CC=4)O[C:12]3=[CH:11][C:10]=2[CH2:9]1)=O)(C)(C)C.[C:41]([O:45][C:46]([N:48]1[CH:57]([C:58](=[O:68])[NH:59][C@H:60]([C:64]([O:66][CH3:67])=[O:65])[CH2:61][C:62]#[CH:63])[CH2:56][C:55]2[CH:54]=[C:53]3[O:69][CH2:70][C@H:71]([C:73]4[CH:78]=[CH:77][C:76]([O:79][CH2:80][C:81]5[CH:86]=[CH:85][C:84]([Cl:87])=[C:83]([Cl:88])[CH:82]=5)=[CH:75][CH:74]=4)[O:72][C:52]3=[CH:51][C:50]=2[CH2:49]1)=[O:47])([CH3:44])([CH3:43])[CH3:42].IC1C=CC(C#N)=CC=1.